The task is: Predict which catalyst facilitates the given reaction.. This data is from Catalyst prediction with 721,799 reactions and 888 catalyst types from USPTO. (1) Reactant: [Cl:1][CH2:2][C:3](Cl)=[O:4].[NH2:6][CH2:7][CH:8]([OH:25])[CH2:9][N:10]([CH2:18][C:19]1[CH:24]=[CH:23][CH:22]=[CH:21][CH:20]=1)[CH2:11][C:12]1[CH:17]=[CH:16][CH:15]=[CH:14][CH:13]=1. Product: [Cl:1][CH2:2][C:3]([NH:6][CH2:7][CH:8]([OH:25])[CH2:9][N:10]([CH2:11][C:12]1[CH:17]=[CH:16][CH:15]=[CH:14][CH:13]=1)[CH2:18][C:19]1[CH:24]=[CH:23][CH:22]=[CH:21][CH:20]=1)=[O:4]. The catalyst class is: 22. (2) Reactant: [F:1][C:2]1[CH:3]=[CH:4][C:5]([N+:15]([O-])=O)=[C:6]([CH:14]=1)[NH:7][CH2:8][CH2:9][CH2:10][CH2:11][O:12][CH3:13]. Product: [F:1][C:2]1[CH:3]=[CH:4][C:5]([NH2:15])=[C:6]([NH:7][CH2:8][CH2:9][CH2:10][CH2:11][O:12][CH3:13])[CH:14]=1. The catalyst class is: 129. (3) The catalyst class is: 586. Reactant: [CH3:1][CH:2]([CH3:36])[CH2:3][O:4][C:5]([C:7]1[C:12](=[O:13])[N:11]([CH2:14][C:15]2[CH:20]=[CH:19][C:18]([O:21]CC3C=CC=CC=3)=[C:17]([F:29])[C:16]=2[F:30])[N:10]2[CH2:31][CH2:32][CH2:33][C@:9]2([CH3:34])[C:8]=1[OH:35])=[O:6]. Product: [CH3:1][CH:2]([CH3:36])[CH2:3][O:4][C:5]([C:7]1[C:12](=[O:13])[N:11]([CH2:14][C:15]2[CH:20]=[CH:19][C:18]([OH:21])=[C:17]([F:29])[C:16]=2[F:30])[N:10]2[CH2:31][CH2:32][CH2:33][C@:9]2([CH3:34])[C:8]=1[OH:35])=[O:6]. (4) Reactant: [N:1]([CH2:4][C:5]([OH:7])=O)=[N+:2]=[N-:3].[CH3:8][C:9]([O:11][CH2:12][C:13]1[CH2:22][S:21][C@@H:16]2[C@H:17]([NH2:20])[C:18](=[O:19])[N:15]2[C:14]=1[C:23]([OH:25])=[O:24])=[O:10].CN(C(ON1N=NC2C=CC=NC1=2)=[N+](C)C)C.F[P-](F)(F)(F)(F)F.C1N=CN(C(N2C=NC=C2)=O)C=1.CN1CCOCC1. Product: [C:9]([O:11][CH2:12][C:13]1[CH2:22][S:21][C@@H:16]2[N:15]([C:18](=[O:19])[C@H:17]2[NH:20][C:5](=[O:7])[CH2:4][N:1]=[N+:2]=[N-:3])[C:14]=1[C:23]([OH:25])=[O:24])(=[O:10])[CH3:8]. The catalyst class is: 607. (5) Reactant: [F:1][C:2]1[CH:25]=[CH:24][CH:23]=[C:22]([F:26])[C:3]=1[C:4]([NH:6][C:7]1[C:8]([C:12]2[NH:16][C:15]3[CH:17]=[CH:18][C:19]([OH:21])=[CH:20][C:14]=3[N:13]=2)=[N:9][NH:10][CH:11]=1)=[O:5].[CH2:27]=O.[CH3:29][N:30]1[CH2:35][CH2:34][NH:33][CH2:32][CH2:31]1. Product: [F:1][C:2]1[CH:25]=[CH:24][CH:23]=[C:22]([F:26])[C:3]=1[C:4]([NH:6][C:7]1[C:8]([C:12]2[NH:16][C:15]3[CH:17]=[CH:18][C:19]([OH:21])=[C:20]([CH2:29][N:30]4[CH2:35][CH2:34][N:33]([CH3:27])[CH2:32][CH2:31]4)[C:14]=3[N:13]=2)=[N:9][NH:10][CH:11]=1)=[O:5]. The catalyst class is: 48. (6) Reactant: Br[CH2:2][C:3]1[CH:12]=[CH:11][C:6]([C:7]([O:9][CH3:10])=[O:8])=[CH:5][CH:4]=1.[CH3:13][C:14]1[N:19]=[C:18]([OH:20])[CH:17]=[CH:16][CH:15]=1. Product: [CH3:13][C:14]1[N:19]=[C:18]([O:20][CH2:2][C:3]2[CH:12]=[CH:11][C:6]([C:7]([O:9][CH3:10])=[O:8])=[CH:5][CH:4]=2)[CH:17]=[CH:16][CH:15]=1. The catalyst class is: 81. (7) Reactant: C([O:8][C@@H:9]1[C@@H:14]([O:15]CC2C=CC=CC=2)[C@H:13]([O:23]CC2C=CC=CC=2)[C@@H:12]([CH2:31][O:32]CC2C=CC=CC=2)[O:11][C@H:10]1[N:40]1[C:48]2[C:43](=[C:44]([CH3:49])[CH:45]=[CH:46][CH:47]=2)[C:42]([CH2:50][C:51]2[CH:56]=[CH:55][C:54]([C:57]([O:59][CH:60]3OC(C4C=CC=CC=4)[O:62][CH2:61]3)=[O:58])=[CH:53][CH:52]=2)=[CH:41]1)C1C=CC=CC=1.[CH3:71][OH:72]. Product: [C@@H:10]1([N:40]2[C:48]3[C:43](=[C:44]([CH3:49])[CH:45]=[CH:46][CH:47]=3)[C:42]([CH2:50][C:51]3[CH:56]=[CH:55][C:54]([C:57]([O:59][CH:60]([CH2:71][OH:72])[CH2:61][OH:62])=[O:58])=[CH:53][CH:52]=3)=[CH:41]2)[O:11][C@H:12]([CH2:31][OH:32])[C@@H:13]([OH:23])[C@H:14]([OH:15])[C@H:9]1[OH:8]. The catalyst class is: 457. (8) Reactant: [Cl:1][C:2]1[CH:25]=[CH:24][C:5]([CH2:6][C:7]2[CH:8]=[N:9][NH:10][C:11]=2[C@H:12]2[CH2:16][CH2:15][CH2:14][N:13]2[C:17]([O:19]C(C)(C)C)=O)=[CH:4][CH:3]=1.CCN(C(C)C)C(C)C.[N:35]([C:38]1[CH:43]=[CH:42][C:41]([C:44]([F:47])([F:46])[F:45])=[CH:40][CH:39]=1)=C=O. Product: [Cl:1][C:2]1[CH:3]=[CH:4][C:5]([CH2:6][C:7]2[CH:8]=[N:9][NH:10][C:11]=2[C@H:12]2[CH2:16][CH2:15][CH2:14][N:13]2[C:17]([NH:35][C:38]2[CH:43]=[CH:42][C:41]([C:44]([F:45])([F:46])[F:47])=[CH:40][CH:39]=2)=[O:19])=[CH:24][CH:25]=1. The catalyst class is: 89.